From a dataset of Catalyst prediction with 721,799 reactions and 888 catalyst types from USPTO. Predict which catalyst facilitates the given reaction. (1) Reactant: [Cl:1][C:2]1[CH:10]=[CH:9][C:5]([C:6]([OH:8])=O)=[CH:4][CH:3]=1.CN(C(ON1N=NC2C=CC=CC1=2)=[N+](C)C)C.[B-](F)(F)(F)F.C(N(C(C)C)C(C)C)C.[CH:42]([NH:45][C@@H:46]([CH2:53][CH2:54][CH3:55])[CH2:47][N:48]1[CH2:51][CH:50]([OH:52])[CH2:49]1)([CH3:44])[CH3:43]. Product: [Cl:1][C:2]1[CH:3]=[CH:4][C:5]([C:6]([N:45]([C@@H:46]([CH2:53][CH2:54][CH3:55])[CH2:47][N:48]2[CH2:51][CH:50]([OH:52])[CH2:49]2)[CH:42]([CH3:44])[CH3:43])=[O:8])=[CH:9][CH:10]=1. The catalyst class is: 2. (2) Reactant: C([N:4]1[C:9]2=[CH:10][CH:11]=[C:12]3[C:17]([N:16]=[C:15]([CH:18]([CH3:20])[CH3:19])[N:14]([C:21]4[CH:26]=[CH:25][C:24]([Cl:27])=[CH:23][CH:22]=4)[C:13]3=[O:28])=[C:8]2[CH2:7][CH2:6][CH2:5]1)(=O)C.Cl.C(=O)([O-])O.[Na+]. Product: [Cl:27][C:24]1[CH:23]=[CH:22][C:21]([N:14]2[C:13](=[O:28])[C:12]3[C:17](=[C:8]4[CH2:7][CH2:6][CH2:5][NH:4][C:9]4=[CH:10][CH:11]=3)[N:16]=[C:15]2[CH:18]([CH3:20])[CH3:19])=[CH:26][CH:25]=1. The catalyst class is: 5. (3) Reactant: [Si:1]([O:8][CH2:9][C:10]1[N:11]([CH3:28])[C:12]2[C:17]([CH:18]=1)=[CH:16][C:15]([CH:19]([OH:24])[CH2:20][CH2:21][CH:22]=[CH2:23])=[C:14]([C:25]([CH3:27])=[CH2:26])[CH:13]=2)([C:4]([CH3:7])([CH3:6])[CH3:5])([CH3:3])[CH3:2].C[N+]1([O-])CCOCC1. Product: [Si:1]([O:8][CH2:9][C:10]1[N:11]([CH3:28])[C:12]2[C:17]([CH:18]=1)=[CH:16][C:15]([C:19](=[O:24])[CH2:20][CH2:21][CH:22]=[CH2:23])=[C:14]([C:25]([CH3:27])=[CH2:26])[CH:13]=2)([C:4]([CH3:7])([CH3:6])[CH3:5])([CH3:3])[CH3:2]. The catalyst class is: 862. (4) Reactant: O[C:2]1[CH:7]=[CH:6][C:5]([C:8]([F:11])([F:10])[F:9])=[CH:4][C:3]=1[NH:12][C:13](=[O:21])[C:14]1[CH:19]=[CH:18][N:17]=[CH:16][C:15]=1[I:20].O1CCCC1.C1(P(C2C=CC=CC=2)C2C=CC=CC=2)C=CC=CC=1.N(C(OCC)=O)=NC(OCC)=O. Product: [I:20][C:15]1[CH:16]=[N:17][CH:18]=[CH:19][C:14]=1[C:13]1[O:21][C:2]2[CH:7]=[CH:6][C:5]([C:8]([F:9])([F:10])[F:11])=[CH:4][C:3]=2[N:12]=1. The catalyst class is: 11. (5) Reactant: [C:1]([O:5][C:6]([N:8]1[CH2:12][CH2:11][CH:10]([CH:13]=O)[CH2:9]1)=[O:7])([CH3:4])([CH3:3])[CH3:2].[CH2:15](OP(C(=[N+]=[N-])C(=O)C)(=O)OCC)C.C([O-])([O-])=O.[K+].[K+]. Product: [C:1]([O:5][C:6]([N:8]1[CH2:12][CH2:11][CH:10]([C:13]#[CH:15])[CH2:9]1)=[O:7])([CH3:4])([CH3:3])[CH3:2]. The catalyst class is: 5. (6) Reactant: [OH:1][C:2]1[CH:9]=[C:8]([O:10][CH3:11])[CH:7]=[CH:6][C:3]=1[CH:4]=O.C([O-])(=O)C.[Na+].[N+:17](CC)([O-])=O. Product: [OH:1][C:2]1[CH:9]=[C:8]([O:10][CH3:11])[CH:7]=[CH:6][C:3]=1[C:4]#[N:17]. The catalyst class is: 15. (7) Reactant: [H-].[Na+].[CH2:3]([O:5][C:6](=[O:10])[CH2:7][C:8]#[N:9])[CH3:4].Br[CH2:12][CH2:13][CH:14]=[CH2:15]. Product: [CH2:3]([O:5][C:6](=[O:10])[CH:7]([C:8]#[N:9])[CH2:15][CH2:14][CH:13]=[CH2:12])[CH3:4]. The catalyst class is: 3. (8) Reactant: [Br:1][C:2]1[CH:10]=[C:9]2[C:5]([C:6]([C:11]([O:13][CH2:14][CH3:15])=[O:12])=[N:7][NH:8]2)=[CH:4][CH:3]=1.C(N(CC)CC)C.[C:23](O[C:23]([O:25][C:26]([CH3:29])([CH3:28])[CH3:27])=[O:24])([O:25][C:26]([CH3:29])([CH3:28])[CH3:27])=[O:24]. Product: [Br:1][C:2]1[CH:10]=[C:9]2[C:5]([C:6]([C:11]([O:13][CH2:14][CH3:15])=[O:12])=[N:7][N:8]2[C:23]([O:25][C:26]([CH3:29])([CH3:28])[CH3:27])=[O:24])=[CH:4][CH:3]=1. The catalyst class is: 112.